This data is from Reaction yield outcomes from USPTO patents with 853,638 reactions. The task is: Predict the reaction yield, written as a fraction of the theoretical maximum amount of product (1.0 means a 100% yield; for example, 0.34 means a 34% yield). (1) The reactants are [NH2:1][C:2]1[C:7]([F:8])=[CH:6][C:5]([OH:9])=[C:4]([F:10])[CH:3]=1.[Cl:11][C:12]1[CH:17]=[C:16](Cl)[N:15]=[C:14]([NH:19][C:20](=[O:22])[CH3:21])[N:13]=1.C(=O)([O-])[O-].[K+].[K+]. The catalyst is CN(C=O)C.O. The product is [NH2:1][C:2]1[C:7]([F:8])=[CH:6][C:5]([O:9][C:16]2[CH:17]=[C:12]([Cl:11])[N:13]=[C:14]([NH:19][C:20](=[O:22])[CH3:21])[N:15]=2)=[C:4]([F:10])[CH:3]=1. The yield is 0.440. (2) The reactants are [CH2:1]1[CH2:6][C@H:5]([C:7]([OH:9])=[O:8])[CH2:4][CH2:3][C@H:2]1[CH2:10][NH2:11].[C:12]([O:17][CH2:18][C:19]1(OC(ON2C(=O)CCC2=O)=O)[CH2:24][CH2:23][CH2:22][CH2:21][CH2:20]1)(=[O:16])[CH2:13][CH2:14][CH3:15].CC([O:40][CH3:41])(C)C.CC(C)=[O:44].O. No catalyst specified. The product is [C:12]([O:17][CH:18]([CH:19]1[CH2:20][CH2:21][CH2:22][CH2:23][CH2:24]1)[O:44][C:41]([NH:11][CH2:10][C@H:2]1[CH2:3][CH2:4][C@H:5]([C:7]([OH:9])=[O:8])[CH2:6][CH2:1]1)=[O:40])(=[O:16])[CH2:13][CH2:14][CH3:15]. The yield is 0.430. (3) The reactants are [CH3:1][C:2]1([CH2:5][C:6]([O:8][CH3:9])=[O:7])[CH2:4][O:3]1.[C-:10]#[N:11].[Na+]. No catalyst specified. The product is [CH3:1][C@:2]1([CH2:5][C:6]([O:8][CH3:9])=[O:7])[CH2:4][O:3]1.[C:10]([CH2:4][C@@:2]([OH:3])([CH3:1])[CH2:5][C:6]([O:8][CH3:9])=[O:7])#[N:11]. The yield is 0.370.